From a dataset of Forward reaction prediction with 1.9M reactions from USPTO patents (1976-2016). Predict the product of the given reaction. (1) Given the reactants [Cl:1][C:2]1([Cl:9])[CH2:4][C:3]1([CH3:8])[C:5](Cl)=[O:6].[CH2:10]([NH2:12])[CH3:11], predict the reaction product. The product is: [CH2:10]([NH:12][C:5]([C:3]1([CH3:8])[CH2:4][C:2]1([Cl:9])[Cl:1])=[O:6])[CH3:11]. (2) The product is: [CH3:19][C:20]([CH3:25])([CH3:24])[C:21]([NH:4][C:3]1[CH:5]=[CH:6][C:7]([N+:9]([O-:11])=[O:10])=[CH:8][C:2]=1[CH3:1])=[O:22]. Given the reactants [CH3:1][C:2]1[CH:8]=[C:7]([N+:9]([O-:11])=[O:10])[CH:6]=[CH:5][C:3]=1[NH2:4].C(N(CC)CC)C.[CH3:19][C:20]([CH3:25])([CH3:24])[C:21](Cl)=[O:22], predict the reaction product. (3) Given the reactants [Cl:1][C:2]1[C:3]([C:12]2[CH:13]=[C:14]([C:17]([OH:19])=O)[NH:15][CH:16]=2)=[CH:4][C:5]([NH:8][CH:9]([CH3:11])[CH3:10])=[N:6][CH:7]=1.CCN=C=NCCCN(C)C.C1C=CC2N(O)N=NC=2C=1.[CH:41]1[CH:46]=[C:45]([Cl:47])[CH:44]=[C:43]([C@H:48]([NH2:51])[CH2:49][OH:50])[CH:42]=1.C(N(C(C)C)CC)(C)C, predict the reaction product. The product is: [Cl:47][C:45]1[CH:44]=[C:43]([CH:48]([NH:51][C:17]([C:14]2[NH:15][CH:16]=[C:12]([C:3]3[C:2]([Cl:1])=[CH:7][N:6]=[C:5]([NH:8][CH:9]([CH3:10])[CH3:11])[CH:4]=3)[CH:13]=2)=[O:19])[CH2:49][OH:50])[CH:42]=[CH:41][CH:46]=1. (4) Given the reactants [Br:1][C:2]1[C:3]([CH3:14])=[N:4][NH:5][C:6]=1[C:7]1[CH:12]=[CH:11][C:10]([F:13])=[CH:9][CH:8]=1.[F:15][C:16]1([F:23])[CH2:20][CH2:19][CH:18]([CH2:21]O)[CH2:17]1.C1(P(C2C=CC=CC=2)C2C=CC=CC=2)C=CC=CC=1.N(C(OC(C)C)=O)=NC(OC(C)C)=O, predict the reaction product. The product is: [Br:1][C:2]1[C:3]([CH3:14])=[N:4][N:5]([CH2:21][CH:18]2[CH2:19][CH2:20][C:16]([F:23])([F:15])[CH2:17]2)[C:6]=1[C:7]1[CH:12]=[CH:11][C:10]([F:13])=[CH:9][CH:8]=1.